Dataset: Full USPTO retrosynthesis dataset with 1.9M reactions from patents (1976-2016). Task: Predict the reactants needed to synthesize the given product. (1) Given the product [Br:11][C:7]1[C:8]([F:9])=[C:2]([Cl:1])[CH:3]=[C:4]([F:10])[C:5]=1[NH2:6], predict the reactants needed to synthesize it. The reactants are: [Cl:1][C:2]1[C:8]([F:9])=[CH:7][C:5]([NH2:6])=[C:4]([F:10])[CH:3]=1.[Br:11]N1C(=O)CCC1=O. (2) Given the product [Cl:15][C:16]1[N:21]=[C:20]([NH:2][CH2:3][C:4]([CH3:7])([OH:6])[CH3:5])[CH:19]=[C:18]([CH2:23][O:24][CH2:25][C:26]([F:29])([F:27])[F:28])[N:17]=1, predict the reactants needed to synthesize it. The reactants are: Cl.[NH2:2][CH2:3][C:4]([CH3:7])([OH:6])[CH3:5].C(N(CC)CC)C.[Cl:15][C:16]1[N:21]=[C:20](Cl)[CH:19]=[C:18]([CH2:23][O:24][CH2:25][C:26]([F:29])([F:28])[F:27])[N:17]=1. (3) The reactants are: [O:1]=[C:2]1[C:10]2[C:5](=[CH:6][CH:7]=[CH:8][CH:9]=2)[CH:4]([CH2:11][C:12]([OH:14])=[O:13])[NH:3]1.OS(O)(=O)=O.[CH3:20]O. Given the product [CH3:20][O:13][C:12](=[O:14])[CH2:11][CH:4]1[C:5]2[C:10](=[CH:9][CH:8]=[CH:7][CH:6]=2)[C:2](=[O:1])[NH:3]1, predict the reactants needed to synthesize it. (4) Given the product [NH:24]1[C:21]2=[N:22][CH:23]=[C:18]([C:2]3[N:3]=[CH:4][C:5]([C:8]#[N:9])=[N:6][CH:7]=3)[CH:19]=[C:20]2[CH:26]=[N:25]1, predict the reactants needed to synthesize it. The reactants are: Br[C:2]1[N:3]=[CH:4][C:5]([C:8]#[N:9])=[N:6][CH:7]=1.CC1(C)C(C)(C)OB([C:18]2[CH:19]=[C:20]3[CH:26]=[N:25][NH:24][C:21]3=[N:22][CH:23]=2)O1.C(=O)(O)[O-].[Na+].O.